This data is from Full USPTO retrosynthesis dataset with 1.9M reactions from patents (1976-2016). The task is: Predict the reactants needed to synthesize the given product. Given the product [NH2:24][C@H:12]1[C:11]2[C:16](=[CH:7][N:8]=[CH:9][CH:10]=2)[N:15]([C:17](=[O:19])[CH3:18])[C@@H:14]([CH2:20][CH2:21][CH3:22])[C@@H:13]1[CH3:23], predict the reactants needed to synthesize it. The reactants are: FC(F)(F)S(O[C:7]1[N:8]=[CH:9][CH:10]=[C:11]2[C:16]=1[N:15]([C:17](=[O:19])[CH3:18])[CH:14]([CH2:20][CH2:21][CH3:22])[CH:13]([CH3:23])[CH:12]2[NH:24]C(OCC1C=CC=CC=1)=O)(=O)=O.